Dataset: Forward reaction prediction with 1.9M reactions from USPTO patents (1976-2016). Task: Predict the product of the given reaction. (1) Given the reactants [Cl:1][C:2]1[CH:7]=[C:6]2[NH:8][C:9](=[O:39])[C:10]3([CH:15]([C:16]4[CH:21]=[C:20]([Cl:22])[CH:19]=[CH:18][C:17]=4[O:23][C:24]([C:27]([OH:29])=O)([CH3:26])[CH3:25])[CH2:14][C:13](=[O:30])[NH:12][CH:11]3[C:31]3[CH:36]=[C:35]([F:37])[CH:34]=[CH:33][C:32]=3[CH3:38])[C:5]2=[CH:4][CH:3]=1.CCN=C=NCCCN(C)C.C1C=CC2N(O)N=NC=2C=1.CCN(C(C)C)C(C)C.[CH3:70][O:71][NH3+:72].[Cl-], predict the reaction product. The product is: [Cl:1][C:2]1[CH:7]=[C:6]2[NH:8][C:9](=[O:39])[C:10]3([CH:15]([C:16]4[CH:21]=[C:20]([Cl:22])[CH:19]=[CH:18][C:17]=4[O:23][C:24]([C:27](=[O:29])[NH:72][O:71][CH3:70])([CH3:26])[CH3:25])[CH2:14][C:13](=[O:30])[NH:12][CH:11]3[C:31]3[CH:36]=[C:35]([F:37])[CH:34]=[CH:33][C:32]=3[CH3:38])[C:5]2=[CH:4][CH:3]=1. (2) The product is: [Cl:18][C:13]1[CH:12]=[C:11]([CH:16]=[CH:15][C:14]=1[F:17])[CH2:10][N:7]([O:8][CH3:9])[C:6]([C:5]1[CH2:30][N:31]([CH3:32])[C:3](=[O:21])[C:4]=1[OH:20])=[O:19]. Given the reactants CO[C:3](=[O:21])[C:4]([OH:20])=[CH:5][C:6](=[O:19])[N:7]([CH2:10][C:11]1[CH:16]=[CH:15][C:14]([F:17])=[C:13]([Cl:18])[CH:12]=1)[O:8][CH3:9].C=O.CN.ClC1C=C(C=CC=1Cl)[CH2:30][N:31](C)[C:32](C1CN(C)C(=O)C=1O)=O, predict the reaction product. (3) Given the reactants [CH3:1][O:2][C:3]1[CH:4]=[C:5]2[C:10](=[CH:11][C:12]=1[O:13][CH3:14])[CH:9]=[N:8][CH:7]=[C:6]2[CH2:15][C:16]1[NH:24][C:23]2[C:22](=[O:25])[N:21]([CH3:26])[C:20](=[O:27])[N:19]([CH2:28][C:29]([CH3:31])=[CH2:30])[C:18]=2[N:17]=1.[CH2:32]([Zn]CC)C.ClCI, predict the reaction product. The product is: [CH3:1][O:2][C:3]1[CH:4]=[C:5]2[C:10](=[CH:11][C:12]=1[O:13][CH3:14])[CH:9]=[N:8][CH:7]=[C:6]2[CH2:15][C:16]1[NH:17][C:18]2[N:19]([CH2:28][C:29]3([CH3:32])[CH2:31][CH2:30]3)[C:20](=[O:27])[N:21]([CH3:26])[C:22](=[O:25])[C:23]=2[N:24]=1. (4) Given the reactants [Br:1]Br.[CH2:3]([N:5]([CH2:8][C:9]1[N:14]=[C:13]([NH:15][C:16]([NH:18][C:19]2[N:20]=[C:21]([C:24]3[CH:29]=[CH:28][N:27]=[CH:26][CH:25]=3)[S:22][CH:23]=2)=[O:17])[CH:12]=[CH:11][CH:10]=1)[CH2:6][CH3:7])[CH3:4], predict the reaction product. The product is: [Br:1][C:23]1[S:22][C:21]([C:24]2[CH:29]=[CH:28][N:27]=[CH:26][CH:25]=2)=[N:20][C:19]=1[NH:18][C:16]([NH:15][C:13]1[CH:12]=[CH:11][CH:10]=[C:9]([CH2:8][N:5]([CH2:6][CH3:7])[CH2:3][CH3:4])[N:14]=1)=[O:17]. (5) Given the reactants N[C:2]1[CH:17]=[CH:16][C:5]2[CH2:6][CH2:7][N:8]([C:11]([O:13][CH2:14][CH3:15])=[O:12])[CH2:9][CH2:10][C:4]=2[CH:3]=1.S(=O)(=O)(O)[OH:19], predict the reaction product. The product is: [OH:19][C:2]1[CH:17]=[CH:16][C:5]2[CH2:6][CH2:7][N:8]([C:11]([O:13][CH2:14][CH3:15])=[O:12])[CH2:9][CH2:10][C:4]=2[CH:3]=1. (6) Given the reactants C(O[C:4](=[O:42])[CH2:5][CH2:6][CH2:7][N:8]1[C:12]2[N:13]=[C:14]([CH3:41])[N:15]=[C:16]([NH:17][CH2:18][C@@H:19]([C:34]([O:36][C:37]([CH3:40])([CH3:39])[CH3:38])=[O:35])[NH:20][S:21]([C:24]3[C:33]4[C:28](=[CH:29][CH:30]=[CH:31][CH:32]=4)[CH:27]=[CH:26][CH:25]=3)(=[O:23])=[O:22])[C:11]=2[CH:10]=[CH:9]1)C.[NH:43]1[CH2:48][CH2:47][CH2:46][N:45]=[C:44]1[NH2:49], predict the reaction product. The product is: [C:37]([O:36][C:34](=[O:35])[C@@H:19]([NH:20][S:21]([C:24]1[C:33]2[C:28](=[CH:29][CH:30]=[CH:31][CH:32]=2)[CH:27]=[CH:26][CH:25]=1)(=[O:22])=[O:23])[CH2:18][NH:17][C:16]1[C:11]2[CH:10]=[CH:9][N:8]([CH2:7][CH2:6][CH2:5][C:4](=[O:42])[NH:49][C:44]3[NH:45][CH2:46][CH2:47][CH2:48][N:43]=3)[C:12]=2[N:13]=[C:14]([CH3:41])[N:15]=1)([CH3:38])([CH3:39])[CH3:40]. (7) Given the reactants [NH2:1][CH2:2][C@H:3]1[N:8]([C:9]([C:11]2[N:12]=[C:13]([CH3:23])[S:14][C:15]=2[C:16]2[CH:17]=[C:18]([CH3:22])[CH:19]=[CH:20][CH:21]=2)=[O:10])[CH2:7][C@H:6]2[C@@H:4]1[CH2:5]2.[Cl:24][C:25]1[CH:33]=[CH:32][C:28]([C:29](O)=[O:30])=[CH:27][CH:26]=1, predict the reaction product. The product is: [Cl:24][C:25]1[CH:33]=[CH:32][C:28]([C:29]([NH:1][CH2:2][C@H:3]2[N:8]([C:9]([C:11]3[N:12]=[C:13]([CH3:23])[S:14][C:15]=3[C:16]3[CH:17]=[C:18]([CH3:22])[CH:19]=[CH:20][CH:21]=3)=[O:10])[CH2:7][C@H:6]3[C@@H:4]2[CH2:5]3)=[O:30])=[CH:27][CH:26]=1. (8) Given the reactants [C:1]([C:3]1[CH:12]=[CH:11][C:10]2[C:5](=[CH:6][CH:7]=[C:8]([C:13](OC)=[O:14])[CH:9]=2)[N:4]=1)#[N:2], predict the reaction product. The product is: [OH:14][CH2:13][C:8]1[CH:9]=[C:10]2[C:5](=[CH:6][CH:7]=1)[N:4]=[C:3]([C:1]#[N:2])[CH:12]=[CH:11]2. (9) The product is: [CH3:15][C:16]1[CH:21]=[C:20]([CH3:22])[CH:19]=[CH:18][C:17]=1[C:23]1[C:5]([C:4]([O:3][CH2:1][CH3:2])=[O:10])=[CH:6][O:25][N:24]=1. Given the reactants [CH2:1]([O:3][C:4](=[O:10])[CH:5]=[CH:6]N(C)C)[CH3:2].CN(C)C.[CH3:15][C:16]1[CH:21]=[C:20]([CH3:22])[CH:19]=[CH:18][C:17]=1[C:23](Cl)=[N:24][OH:25], predict the reaction product.